Dataset: Forward reaction prediction with 1.9M reactions from USPTO patents (1976-2016). Task: Predict the product of the given reaction. (1) Given the reactants [O-]P([O-])([O-])=O.[K+].[K+].[K+].[CH2:9]([NH2:16])[C:10]1[CH:15]=[CH:14][CH:13]=[CH:12][CH:11]=1.I[C:18]1[C:27]2[C:22](=[CH:23][CH:24]=[CH:25][CH:26]=2)[CH:21]=[CH:20][CH:19]=1.C(O)CO, predict the reaction product. The product is: [C:18]1([NH:16][CH2:9][C:10]2[CH:15]=[CH:14][CH:13]=[CH:12][CH:11]=2)[C:27]2[C:22](=[CH:23][CH:24]=[CH:25][CH:26]=2)[CH:21]=[CH:20][CH:19]=1. (2) Given the reactants [OH:1][CH2:2][C:3]([CH3:8])([CH3:7])[CH2:4][C:5]#[N:6].[OH-].[NH4+].[H][H].[C:13](O[C:13]([O:15][C:16]([CH3:19])([CH3:18])[CH3:17])=[O:14])([O:15][C:16]([CH3:19])([CH3:18])[CH3:17])=[O:14], predict the reaction product. The product is: [C:16]([O:15][C:13]([NH:6][CH2:5][CH2:4][C:3]([CH3:8])([CH3:7])[CH2:2][OH:1])=[O:14])([CH3:19])([CH3:18])[CH3:17]. (3) The product is: [NH2:11][CH2:12][CH2:13][CH2:14][CH2:15][C@H:16]([O:27][P:28]([CH:31]([NH:35][C:36](=[O:45])[CH2:37][CH2:38][C:39]1[CH:40]=[CH:41][CH:42]=[CH:43][CH:44]=1)[CH:32]([CH3:34])[CH3:33])([OH:30])=[O:29])[C:17]([OH:19])=[O:18]. Given the reactants C(OC([NH:11][CH2:12][CH2:13][CH2:14][CH2:15][C@H:16]([O:27][P:28]([CH:31]([NH:35][C:36](=[O:45])[CH2:37][CH2:38][C:39]1[CH:44]=[CH:43][CH:42]=[CH:41][CH:40]=1)[CH:32]([CH3:34])[CH3:33])([OH:30])=[O:29])[C:17]([O:19]CC1C=CC=CC=1)=[O:18])=O)C1C=CC=CC=1, predict the reaction product. (4) Given the reactants [O:1]=[C:2]1[N:8]([CH:9]2[CH2:14][CH2:13][N:12]([C:15]([O:17][C@@H:18]([C:30](O)=[O:31])[CH2:19][C:20]3[CH:28]=[C:27]([CH3:29])[C:23]4[NH:24][CH:25]=[N:26][C:22]=4[CH:21]=3)=[O:16])[CH2:11][CH2:10]2)[CH2:7][CH2:6][C:5]2[CH:33]=[CH:34][CH:35]=[CH:36][C:4]=2[NH:3]1.CN(C(ON1N=NC2C=CC=CC1=2)=[N+](C)C)C.[B-](F)(F)(F)F.C(N(CC)CC)C.[CH3:66][S:67]([N:70]1[CH2:75][CH2:74][CH:73]([CH:76]2[CH2:81][CH2:80][NH:79][CH2:78][CH2:77]2)[CH2:72][CH2:71]1)(=[O:69])=[O:68], predict the reaction product. The product is: [O:1]=[C:2]1[N:8]([CH:9]2[CH2:10][CH2:11][N:12]([C:15]([O:17][C@H:18]([CH2:19][C:20]3[CH:28]=[C:27]([CH3:29])[C:23]4[NH:24][CH:25]=[N:26][C:22]=4[CH:21]=3)[C:30]([N:79]3[CH2:78][CH2:77][CH:76]([CH:73]4[CH2:72][CH2:71][N:70]([S:67]([CH3:66])(=[O:69])=[O:68])[CH2:75][CH2:74]4)[CH2:81][CH2:80]3)=[O:31])=[O:16])[CH2:13][CH2:14]2)[CH2:7][CH2:6][C:5]2[CH:33]=[CH:34][CH:35]=[CH:36][C:4]=2[NH:3]1. (5) Given the reactants [NH2:1][C@@H:2]1[CH2:6][CH2:5][N:4]([C:7]2[N:15]=[C:14]3[C:10]([N:11]=[CH:12][N:13]3[C@@H:16]3[CH2:20][C@H:19]([N:21]4[N:25]=[N:24][C:23]([CH2:26][CH3:27])=[N:22]4)[C@@H:18]([OH:28])[C@H:17]3[OH:29])=[C:9]([NH:30][CH2:31][CH:32]([C:39]3[CH:44]=[CH:43][CH:42]=[CH:41][CH:40]=3)[C:33]3[CH:38]=[CH:37][CH:36]=[CH:35][CH:34]=3)[N:8]=2)[CH2:3]1.[ClH:45].C1(C(C2C=CC=CC=2)CNC2N=C(N3CC[C@@H](N[C:70](NCC4C=CC=CN=4)=[O:71])C3)N=C3C=2N=CN3[C@@H]2C[C@H](N3NN=CN3CC)[C@@H](O)[C@H]2O)C=CC=CC=1.[NH2:100][CH2:101][C:102]1[CH:103]=[N:104][CH:105]=[CH:106][CH:107]=1, predict the reaction product. The product is: [ClH:45].[C:39]1([CH:32]([C:33]2[CH:34]=[CH:35][CH:36]=[CH:37][CH:38]=2)[CH2:31][NH:30][C:9]2[N:8]=[C:7]([N:4]3[CH2:5][CH2:6][C@@H:2]([NH:1][C:70]([NH:100][CH2:101][C:102]4[CH:103]=[N:104][CH:105]=[CH:106][CH:107]=4)=[O:71])[CH2:3]3)[N:15]=[C:14]3[C:10]=2[N:11]=[CH:12][N:13]3[C@@H:16]2[CH2:20][C@H:19]([N:21]3[N:25]=[N:24][C:23]([CH2:26][CH3:27])=[N:22]3)[C@@H:18]([OH:28])[C@H:17]2[OH:29])[CH:44]=[CH:43][CH:42]=[CH:41][CH:40]=1. (6) Given the reactants [NH2:1][C:2]1[N:10]=[CH:9][CH:8]=[CH:7][C:3]=1[C:4](O)=[O:5].[H-].[Al+3].[Li+].[H-].[H-].[H-], predict the reaction product. The product is: [NH2:1][C:2]1[C:3]([CH2:4][OH:5])=[CH:7][CH:8]=[CH:9][N:10]=1.